Dataset: Peptide-MHC class II binding affinity with 134,281 pairs from IEDB. Task: Regression. Given a peptide amino acid sequence and an MHC pseudo amino acid sequence, predict their binding affinity value. This is MHC class II binding data. The peptide sequence is TWAENIQVAINQVRAII. The MHC is DRB1_1101 with pseudo-sequence DRB1_1101. The binding affinity (normalized) is 0.0778.